From a dataset of Forward reaction prediction with 1.9M reactions from USPTO patents (1976-2016). Predict the product of the given reaction. (1) Given the reactants [CH:1]([O:4][C:5]1[CH:13]=[CH:12][C:11]([S:14]([CH3:17])(=[O:16])=[O:15])=[CH:10][C:6]=1[C:7]([OH:9])=O)([CH3:3])[CH3:2].[N+:18]([C:21]1[CH:35]=[CH:34][C:24]2[N:25]=[C:26]([N:28]3[CH2:33][CH2:32][NH:31][CH2:30][CH2:29]3)[S:27][C:23]=2[CH:22]=1)([O-:20])=[O:19], predict the reaction product. The product is: [CH:1]([O:4][C:5]1[CH:13]=[CH:12][C:11]([S:14]([CH3:17])(=[O:16])=[O:15])=[CH:10][C:6]=1[C:7]([N:31]1[CH2:32][CH2:33][N:28]([C:26]2[S:27][C:23]3[CH:22]=[C:21]([N+:18]([O-:20])=[O:19])[CH:35]=[CH:34][C:24]=3[N:25]=2)[CH2:29][CH2:30]1)=[O:9])([CH3:2])[CH3:3]. (2) Given the reactants [CH3:1][C:2]([O:5][C:6]([NH:8][C:9]1([C:15]([OH:17])=[O:16])[CH2:14][CH2:13][O:12][CH2:11][CH2:10]1)=[O:7])([CH3:4])[CH3:3].[CH3:18][Si](C=[N+]=[N-])(C)C, predict the reaction product. The product is: [CH3:4][C:2]([O:5][C:6]([NH:8][C:9]1([C:15]([O:17][CH3:18])=[O:16])[CH2:10][CH2:11][O:12][CH2:13][CH2:14]1)=[O:7])([CH3:1])[CH3:3].